From a dataset of NCI-60 drug combinations with 297,098 pairs across 59 cell lines. Regression. Given two drug SMILES strings and cell line genomic features, predict the synergy score measuring deviation from expected non-interaction effect. Drug 1: CC(CN1CC(=O)NC(=O)C1)N2CC(=O)NC(=O)C2. Drug 2: C1=NC2=C(N1)C(=S)N=C(N2)N. Cell line: OVCAR-8. Synergy scores: CSS=37.9, Synergy_ZIP=-3.61, Synergy_Bliss=-2.33, Synergy_Loewe=-13.6, Synergy_HSA=-0.363.